This data is from Peptide-MHC class II binding affinity with 134,281 pairs from IEDB. The task is: Regression. Given a peptide amino acid sequence and an MHC pseudo amino acid sequence, predict their binding affinity value. This is MHC class II binding data. (1) The peptide sequence is KRQGPKQMLVGGVVL. The MHC is DRB1_1101 with pseudo-sequence DRB1_1101. The binding affinity (normalized) is 0. (2) The peptide sequence is AYSDDKSMKVTVAFN. The MHC is DRB1_0802 with pseudo-sequence DRB1_0802. The binding affinity (normalized) is 0.512. (3) The peptide sequence is GVWAPFNVLKVIRSE. The MHC is DRB1_0701 with pseudo-sequence DRB1_0701. The binding affinity (normalized) is 0.672. (4) The peptide sequence is TAKAPGLVPKLDAAY. The MHC is HLA-DPA10201-DPB10501 with pseudo-sequence HLA-DPA10201-DPB10501. The binding affinity (normalized) is 0.181. (5) The peptide sequence is MIRIIAQGPKATFEA. The MHC is DRB1_1302 with pseudo-sequence DRB1_1302. The binding affinity (normalized) is 0.219.